Dataset: Forward reaction prediction with 1.9M reactions from USPTO patents (1976-2016). Task: Predict the product of the given reaction. (1) Given the reactants Cl[C:2]1[CH:24]=[CH:23][CH:22]=[C:21]([F:25])[C:3]=1[CH2:4][N:5]1[C:13]2[C:8](=[CH:9][CH:10]=[C:11]([C:14]([F:19])([F:18])[C:15]([OH:17])=[O:16])[CH:12]=2)[C:7]([CH3:20])=[N:6]1.O.[CH:27]1(B(O)O)[CH2:29][CH2:28]1.C(=O)([O-])[O-].[Cs+].[Cs+].O1CCOCC1.O, predict the reaction product. The product is: [CH:27]1([C:2]2[CH:24]=[CH:23][CH:22]=[C:21]([F:25])[C:3]=2[CH2:4][N:5]2[C:13]3[C:8](=[CH:9][CH:10]=[C:11]([C:14]([F:19])([F:18])[C:15]([OH:17])=[O:16])[CH:12]=3)[C:7]([CH3:20])=[N:6]2)[CH2:29][CH2:28]1. (2) Given the reactants [C:1](Cl)(=[O:3])[CH3:2].[Br:5][C:6]1[CH:7]=[N:8][N:9]([CH:11]2[CH2:16][CH2:15][NH:14][CH2:13][CH2:12]2)[CH:10]=1.CCN(CC)CC, predict the reaction product. The product is: [Br:5][C:6]1[CH:7]=[N:8][N:9]([CH:11]2[CH2:16][CH2:15][N:14]([C:1](=[O:3])[CH3:2])[CH2:13][CH2:12]2)[CH:10]=1. (3) Given the reactants C(N(CC)CC)C.[CH:8]([C:10]1[C:18]2[C:13](=[CH:14][CH:15]=[CH:16][CH:17]=2)[N:12](C(OC(C)(C)C)=O)[CH:11]=1)=[O:9].[CH:26](=[N:33][C:34]1[CH:35]=[N:36][CH:37]=[C:38]([O:40][CH3:41])[CH:39]=1)[C:27]1[CH:32]=[CH:31][CH:30]=[CH:29][CH:28]=1, predict the reaction product. The product is: [NH:12]1[C:13]2[C:18](=[CH:17][CH:16]=[CH:15][CH:14]=2)[C:10]([C:8](=[O:9])[CH:26]([NH:33][C:34]2[CH:35]=[N:36][CH:37]=[C:38]([O:40][CH3:41])[CH:39]=2)[C:27]2[CH:28]=[CH:29][CH:30]=[CH:31][CH:32]=2)=[CH:11]1. (4) Given the reactants [N:1]1([C:6]([C:8]2[CH:16]=[CH:15][C:11]([C:12]([OH:14])=[O:13])=[CH:10][CH:9]=2)=[O:7])[CH2:5][CH2:4][CH2:3][CH2:2]1.C1CCC(N=C=NC2CCCCC2)CC1.O[C:33]1[CH:42]=[C:41]2[C:36]([CH2:37][CH2:38][N:39]([C:43]([O:45][C:46]([CH3:49])([CH3:48])[CH3:47])=[O:44])[CH2:40]2)=[CH:35][CH:34]=1.C1C=NC2N(O)N=NC=2C=1, predict the reaction product. The product is: [N:1]1([C:6]([C:8]2[CH:16]=[CH:15][C:11]([C:12]([O:14][C:33]3[CH:42]=[C:41]4[C:36]([CH2:37][CH2:38][N:39]([C:43]([O:45][C:46]([CH3:49])([CH3:48])[CH3:47])=[O:44])[CH2:40]4)=[CH:35][CH:34]=3)=[O:13])=[CH:10][CH:9]=2)=[O:7])[CH2:2][CH2:3][CH2:4][CH2:5]1. (5) Given the reactants Br[C:2]1[N:7]=[N:6][C:5]([NH2:8])=[N:4][C:3]=1[C:9]1[CH:14]=[CH:13][CH:12]=[CH:11][CH:10]=1.[Cl:15][C:16]1[CH:17]=[C:18](B(O)O)[CH:19]=[N:20][CH:21]=1, predict the reaction product. The product is: [Cl:15][C:16]1[CH:17]=[C:18]([C:2]2[N:7]=[N:6][C:5]([NH2:8])=[N:4][C:3]=2[C:9]2[CH:14]=[CH:13][CH:12]=[CH:11][CH:10]=2)[CH:19]=[N:20][CH:21]=1.